From a dataset of Forward reaction prediction with 1.9M reactions from USPTO patents (1976-2016). Predict the product of the given reaction. (1) Given the reactants [F:1][C:2]([F:12])([F:11])[O:3][C:4]1[CH:5]=[C:6]([OH:10])[CH:7]=[CH:8][CH:9]=1.[CH2:13]([CH:15]1[O:17][CH2:16]1)Cl, predict the reaction product. The product is: [F:1][C:2]([F:11])([F:12])[O:3][C:4]1[CH:5]=[C:6]([CH:7]=[CH:8][CH:9]=1)[O:10][CH2:13][CH:15]1[CH2:16][O:17]1. (2) Given the reactants [OH:1][C@H:2]([C:41]1[CH:46]=[CH:45][CH:44]=[CH:43][CH:42]=1)[CH2:3][NH:4][C:5]1[CH:10]=[CH:9][C:8]([CH2:11][CH2:12][NH:13][CH2:14][C@H:15]([O:33][Si](C(C)(C)C)(C)C)[C:16]2[CH:21]=[CH:20][C:19]([O:22][CH2:23][C:24]3[CH:29]=[CH:28][CH:27]=[CH:26][CH:25]=3)=[C:18]([NH:30][CH:31]=[O:32])[CH:17]=2)=[CH:7][CH:6]=1.[OH-].[Na+], predict the reaction product. The product is: [OH:1][C@H:2]([C:41]1[CH:42]=[CH:43][CH:44]=[CH:45][CH:46]=1)[CH2:3][NH:4][C:5]1[CH:6]=[CH:7][C:8]([CH2:11][CH2:12][NH:13][CH2:14][C@H:15]([OH:33])[C:16]2[CH:21]=[CH:20][C:19]([O:22][CH2:23][C:24]3[CH:25]=[CH:26][CH:27]=[CH:28][CH:29]=3)=[C:18]([NH:30][CH:31]=[O:32])[CH:17]=2)=[CH:9][CH:10]=1.